This data is from NCI-60 drug combinations with 297,098 pairs across 59 cell lines. The task is: Regression. Given two drug SMILES strings and cell line genomic features, predict the synergy score measuring deviation from expected non-interaction effect. (1) Drug 1: CC(CN1CC(=O)NC(=O)C1)N2CC(=O)NC(=O)C2. Drug 2: CC1C(C(=O)NC(C(=O)N2CCCC2C(=O)N(CC(=O)N(C(C(=O)O1)C(C)C)C)C)C(C)C)NC(=O)C3=C4C(=C(C=C3)C)OC5=C(C(=O)C(=C(C5=N4)C(=O)NC6C(OC(=O)C(N(C(=O)CN(C(=O)C7CCCN7C(=O)C(NC6=O)C(C)C)C)C)C(C)C)C)N)C. Cell line: NCI-H522. Synergy scores: CSS=21.8, Synergy_ZIP=12.8, Synergy_Bliss=17.1, Synergy_Loewe=17.4, Synergy_HSA=17.1. (2) Drug 1: CC(CN1CC(=O)NC(=O)C1)N2CC(=O)NC(=O)C2. Drug 2: C1=CC(=CC=C1CCCC(=O)O)N(CCCl)CCCl. Cell line: K-562. Synergy scores: CSS=36.4, Synergy_ZIP=-5.29, Synergy_Bliss=1.91, Synergy_Loewe=3.05, Synergy_HSA=5.07. (3) Drug 1: CC1C(C(CC(O1)OC2CC(CC3=C2C(=C4C(=C3O)C(=O)C5=C(C4=O)C(=CC=C5)OC)O)(C(=O)CO)O)N)O.Cl. Drug 2: C(CCl)NC(=O)N(CCCl)N=O. Cell line: HT29. Synergy scores: CSS=26.7, Synergy_ZIP=-8.52, Synergy_Bliss=-9.98, Synergy_Loewe=-52.1, Synergy_HSA=-8.28. (4) Drug 1: CC1=C2C(C(=O)C3(C(CC4C(C3C(C(C2(C)C)(CC1OC(=O)C(C(C5=CC=CC=C5)NC(=O)C6=CC=CC=C6)O)O)OC(=O)C7=CC=CC=C7)(CO4)OC(=O)C)O)C)OC(=O)C. Drug 2: CC1=C(C(=O)C2=C(C1=O)N3CC4C(C3(C2COC(=O)N)OC)N4)N. Cell line: NCI-H226. Synergy scores: CSS=46.8, Synergy_ZIP=9.93, Synergy_Bliss=6.11, Synergy_Loewe=-7.83, Synergy_HSA=5.36.